This data is from Merck oncology drug combination screen with 23,052 pairs across 39 cell lines. The task is: Regression. Given two drug SMILES strings and cell line genomic features, predict the synergy score measuring deviation from expected non-interaction effect. Drug 1: O=c1[nH]cc(F)c(=O)[nH]1. Drug 2: CCN(CC)CCNC(=O)c1c(C)[nH]c(C=C2C(=O)Nc3ccc(F)cc32)c1C. Cell line: MSTO. Synergy scores: synergy=-19.2.